From a dataset of NCI-60 drug combinations with 297,098 pairs across 59 cell lines. Regression. Given two drug SMILES strings and cell line genomic features, predict the synergy score measuring deviation from expected non-interaction effect. Drug 1: C1CCC(C1)C(CC#N)N2C=C(C=N2)C3=C4C=CNC4=NC=N3. Drug 2: CCCS(=O)(=O)NC1=C(C(=C(C=C1)F)C(=O)C2=CNC3=C2C=C(C=N3)C4=CC=C(C=C4)Cl)F. Cell line: NCI-H322M. Synergy scores: CSS=-2.99, Synergy_ZIP=3.21, Synergy_Bliss=2.61, Synergy_Loewe=-3.80, Synergy_HSA=-3.40.